From a dataset of Cav3 T-type calcium channel HTS with 100,875 compounds. Binary Classification. Given a drug SMILES string, predict its activity (active/inactive) in a high-throughput screening assay against a specified biological target. The compound is OC=1CC(CC(=O)C1)c1cc(OC)c(OC)c(OC)c1. The result is 0 (inactive).